This data is from Catalyst prediction with 721,799 reactions and 888 catalyst types from USPTO. The task is: Predict which catalyst facilitates the given reaction. (1) Reactant: [Cl:1][C:2]1[C:3]([N:14]2[CH2:19][CH2:18][NH:17][CH2:16][CH2:15]2)=[N:4][CH:5]=[C:6]([CH:13]=1)[C:7]([O:9][CH2:10][CH2:11][CH3:12])=[O:8].[Cl:20][C:21]1[S:25][C:24]([S:26]([N:29]=[C:30]=[O:31])(=[O:28])=[O:27])=[CH:23][CH:22]=1.CC(O)=O. Product: [Cl:1][C:2]1[C:3]([N:14]2[CH2:19][CH2:18][N:17]([C:30]([NH:29][S:26]([C:24]3[S:25][C:21]([Cl:20])=[CH:22][CH:23]=3)(=[O:28])=[O:27])=[O:31])[CH2:16][CH2:15]2)=[N:4][CH:5]=[C:6]([CH:13]=1)[C:7]([O:9][CH2:10][CH2:11][CH3:12])=[O:8]. The catalyst class is: 91. (2) Reactant: [C:1]1(/[C:7](/[C:13]2[CH:14]=[C:15]([CH3:19])[CH:16]=[CH:17][CH:18]=2)=[C:8]2/[CH2:9][NH:10][CH2:11][CH2:12]/2)[CH:6]=[CH:5][CH:4]=[CH:3][CH:2]=1.[H][H]. Product: [C:1]1([CH:7]([C:13]2[CH:14]=[C:15]([CH3:19])[CH:16]=[CH:17][CH:18]=2)[CH:8]2[CH2:12][CH2:11][NH:10][CH2:9]2)[CH:2]=[CH:3][CH:4]=[CH:5][CH:6]=1. The catalyst class is: 19. (3) Reactant: [Cl:1][C:2]1[CH:7]=[C:6]([N+:8]([O-:10])=[O:9])[CH:5]=[CH:4][C:3]=1F.[OH:12][C:13]1[CH:14]=[C:15]2[C:19](=[CH:20][CH:21]=1)[C:18](=[O:22])[NH:17][C:16]2([CH3:24])[CH3:23].C(=O)([O-])[O-].[K+].[K+]. Product: [Cl:1][C:2]1[CH:7]=[C:6]([N+:8]([O-:10])=[O:9])[CH:5]=[CH:4][C:3]=1[O:12][C:13]1[CH:14]=[C:15]2[C:19](=[CH:20][CH:21]=1)[C:18](=[O:22])[NH:17][C:16]2([CH3:24])[CH3:23]. The catalyst class is: 391. (4) Reactant: [CH:1]([C:9]1[NH:13][C:12]2[CH:14]=[CH:15][CH:16]=[CH:17][C:11]=2[N:10]=1)=[CH:2][C:3]1[CH:8]=[CH:7][CH:6]=[CH:5][CH:4]=1.N1C=CC=CC=1[N:24]1[C:28]2C=CC=C[C:27]=2[N:26]=[C:25]1/[CH:33]=C/C1C=CC=CC=1.Cl. Product: [N:26]1[CH:25]=[CH:33][N:24]=[CH:28][C:27]=1[N:13]1[C:12]2[CH:14]=[CH:15][CH:16]=[CH:17][C:11]=2[N:10]=[C:9]1/[CH:1]=[CH:2]/[C:3]1[CH:4]=[CH:5][CH:6]=[CH:7][CH:8]=1. The catalyst class is: 5. (5) Reactant: [H-].[Na+].[Cl:3][C:4]1[NH:5][C:6]2[CH:12]=[CH:11][CH:10]=[CH:9][C:7]=2[N:8]=1.[Cl:13][C:14]1[CH:21]=[CH:20][C:17]([CH2:18]Br)=[CH:16][CH:15]=1.[NH4+].[Cl-]. Product: [Cl:13][C:14]1[CH:21]=[CH:20][C:17]([CH2:18][N:5]2[C:6]3[CH:12]=[CH:11][CH:10]=[CH:9][C:7]=3[N:8]=[C:4]2[Cl:3])=[CH:16][CH:15]=1. The catalyst class is: 3.